From a dataset of Full USPTO retrosynthesis dataset with 1.9M reactions from patents (1976-2016). Predict the reactants needed to synthesize the given product. (1) Given the product [Cl:28][C:25]1[CH:26]=[CH:27][C:22]([O:21][CH2:20][C:19]([N:10]2[C:11]3[CH:18]=[CH:17][CH:16]=[CH:15][C:12]=3[CH2:13][N:14]3[C:5]([C:3]([OH:4])=[O:32])=[CH:6][CH:7]=[C:8]3[CH2:9]2)=[O:29])=[CH:23][CH:24]=1, predict the reactants needed to synthesize it. The reactants are: ClC(Cl)(Cl)[C:3]([C:5]1[N:14]2[C:8]([CH2:9][N:10]([C:19](=[O:29])[CH2:20][O:21][C:22]3[CH:27]=[CH:26][C:25]([Cl:28])=[CH:24][CH:23]=3)[C:11]3[CH:18]=[CH:17][CH:16]=[CH:15][C:12]=3[CH2:13]2)=[CH:7][CH:6]=1)=[O:4].[OH-:32].[Na+].Cl. (2) Given the product [F:32][C:33]1[CH:34]=[C:35]([CH:36]=[CH:37][C:38]=1[C:39]1[CH:44]=[CH:43][C:42]([F:45])=[CH:41][N:40]=1)[O:46][CH2:48][CH:49]1[CH:54]([NH:55][C:56](=[O:62])[O:57][C:58]([CH3:61])([CH3:60])[CH3:59])[CH2:53][CH2:52][O:51][CH2:50]1, predict the reactants needed to synthesize it. The reactants are: P(CCCC)(CCCC)CCCC.C1CCN(C(N=NC(N2CCCCC2)=O)=O)CC1.[F:32][C:33]1[CH:34]=[C:35]([OH:46])[CH:36]=[CH:37][C:38]=1[C:39]1[CH:44]=[CH:43][C:42]([F:45])=[CH:41][N:40]=1.O[CH2:48][CH:49]1[CH:54]([NH:55][C:56](=[O:62])[O:57][C:58]([CH3:61])([CH3:60])[CH3:59])[CH2:53][CH2:52][O:51][CH2:50]1.[OH-].[Na+]. (3) Given the product [Cl:1][C:2]1[N:3]=[C:4]([NH:18][CH2:19][C:20]2[CH:25]=[CH:24][CH:23]=[CH:22][N:21]=2)[C:5]2[C:10]([C:11]3[CH:16]=[CH:15][CH:14]=[CH:13][CH:12]=3)=[CH:9][S:8][C:6]=2[N:7]=1, predict the reactants needed to synthesize it. The reactants are: [Cl:1][C:2]1[N:3]=[C:4](Cl)[C:5]2[C:10]([C:11]3[CH:16]=[CH:15][CH:14]=[CH:13][CH:12]=3)=[CH:9][S:8][C:6]=2[N:7]=1.[NH2:18][CH2:19][C:20]1[CH:25]=[CH:24][CH:23]=[CH:22][N:21]=1.C(N(CC)CC)C.O. (4) Given the product [CH3:11][C:12]([CH3:16])([CH3:15])[CH2:13][O:14][CH2:23][C:22]1[CH:25]=[CH:26][C:19]([C:17]#[N:18])=[CH:20][CH:21]=1, predict the reactants needed to synthesize it. The reactants are: C[Si]([N-][Si](C)(C)C)(C)C.[Na+].[CH3:11][C:12]([CH3:16])([CH3:15])[CH2:13][OH:14].[C:17]([C:19]1[CH:26]=[CH:25][C:22]([CH2:23]Br)=[CH:21][CH:20]=1)#[N:18].O.